Task: Predict the reaction yield, written as a fraction of the theoretical maximum amount of product (1.0 means a 100% yield; for example, 0.34 means a 34% yield).. Dataset: Reaction yield outcomes from USPTO patents with 853,638 reactions (1) The reactants are [Cl-].O[NH3+:3].[C:4](=[O:7])([O-])[OH:5].[Na+].CS(C)=O.[OH:13][C:14]([CH3:53])([CH3:52])[CH2:15][O:16][C@H:17]1[CH2:22][CH2:21][C@H:20]([N:23]2[C:28](=[O:29])[C:27]([CH:30]([C:32]3[CH:37]=[CH:36][C:35]([C:38]4[C:39]([C:44]#[N:45])=[CH:40][CH:41]=[CH:42][CH:43]=4)=[CH:34][CH:33]=3)[CH3:31])=[C:26]([CH2:46][CH2:47][CH3:48])[N:25]3[N:49]=[CH:50][N:51]=[C:24]23)[CH2:19][CH2:18]1. The catalyst is C(OCC)(=O)C. The product is [OH:13][C:14]([CH3:53])([CH3:52])[CH2:15][O:16][C@H:17]1[CH2:18][CH2:19][C@H:20]([N:23]2[C:28](=[O:29])[C:27]([CH:30]([C:32]3[CH:37]=[CH:36][C:35]([C:38]4[CH:43]=[CH:42][CH:41]=[CH:40][C:39]=4[C:44]4[NH:3][C:4](=[O:7])[O:5][N:45]=4)=[CH:34][CH:33]=3)[CH3:31])=[C:26]([CH2:46][CH2:47][CH3:48])[N:25]3[N:49]=[CH:50][N:51]=[C:24]23)[CH2:21][CH2:22]1. The yield is 0.370. (2) The reactants are [OH:1][C:2]1[CH:3]=[C:4]([CH2:9][C:10]#[N:11])[CH:5]=[CH:6][C:7]=1[OH:8].CO[C:14](OC)([CH3:16])[CH3:15].CC1C=CC(S(O)(=O)=O)=CC=1. The catalyst is C1(C)C=CC=CC=1. The product is [CH3:15][C:14]1([CH3:16])[O:8][C:7]2[CH:6]=[CH:5][C:4]([CH2:9][C:10]#[N:11])=[CH:3][C:2]=2[O:1]1. The yield is 0.200. (3) The reactants are IC1C2C(=CC([C@H]3[C@@]4(C5C(=CC=C(OC)C=5)NC4=O)C3)=CC=2)NN=1.CN1CCN(C2C=CC(B3OC(C)(C)C(C)(C)O3)=CC=2)CC1.[Li+].[Cl-:48].C([O-])([O-])=O.[Na+].[Na+].[I-].Cl.[CH3:57][O:58][C:59]1[CH:60]=[C:61]2[C:65](=[CH:66][CH:67]=1)[NH:64][C:63](=[O:68])[C@:62]12[CH2:70][C@H:69]1[C:71]1[CH:79]=[C:78]2[C:74]([C:75]([C:80]3[CH:85]=[CH:84][C:83]([N:86]4[CH2:91][CH2:90][N:89]([CH3:92])[CH2:88][CH2:87]4)=[CH:82][CH:81]=3)=[N:76][NH:77]2)=[CH:73][CH:72]=1. The catalyst is O1CCOCC1.C1COCC1.C1C=CC([P]([Pd]([P](C2C=CC=CC=2)(C2C=CC=CC=2)C2C=CC=CC=2)([P](C2C=CC=CC=2)(C2C=CC=CC=2)C2C=CC=CC=2)[P](C2C=CC=CC=2)(C2C=CC=CC=2)C2C=CC=CC=2)(C2C=CC=CC=2)C2C=CC=CC=2)=CC=1. The product is [ClH:48].[CH3:57][O:58][C:59]1[CH:60]=[C:61]2[C:65](=[CH:66][CH:67]=1)[NH:64][C:63](=[O:68])[C@:62]12[CH2:70][C@H:69]1[C:71]1[CH:79]=[C:78]2[C:74]([C:75]([C:80]3[CH:81]=[CH:82][C:83]([N:86]4[CH2:87][CH2:88][N:89]([CH3:92])[CH2:90][CH2:91]4)=[CH:84][CH:85]=3)=[N:76][NH:77]2)=[CH:73][CH:72]=1. The yield is 0.420. (4) The yield is 0.590. The reactants are Br[C:2]1[CH:11]=[C:10]2[C:5]([C:6]([CH3:16])([CH3:15])[CH2:7][C:8](=[O:14])[N:9]2[CH2:12][CH3:13])=[CH:4][C:3]=1[CH3:17].[F:18][C:19]1[C:26](I)=[C:25]([O:28][CH3:29])[CH:24]=[CH:23][C:20]=1[CH:21]=[O:22]. No catalyst specified. The product is [F:18][C:19]1[C:26]([C:2]2[CH:11]=[C:10]3[C:5]([C:6]([CH3:16])([CH3:15])[CH2:7][C:8](=[O:14])[N:9]3[CH2:12][CH3:13])=[CH:4][C:3]=2[CH3:17])=[C:25]([O:28][CH3:29])[CH:24]=[CH:23][C:20]=1[CH:21]=[O:22]. (5) The product is [C:13]1([C:8]2[NH:9][C:10]3[C:6]([CH:7]=2)=[CH:5][C:4]([NH2:1])=[CH:12][CH:11]=3)[CH:14]=[CH:15][CH:16]=[CH:17][CH:18]=1. The reactants are [N+:1]([C:4]1[CH:5]=[C:6]2[C:10](=[CH:11][CH:12]=1)[NH:9][C:8]([C:13]1[CH:18]=[CH:17][CH:16]=[CH:15][CH:14]=1)=[CH:7]2)([O-])=O. The catalyst is CO.[Ni]. The yield is 0.770. (6) The reactants are Br[CH2:2][C:3]1[CH:8]=[CH:7][C:6]([S:9]([CH3:12])(=[O:11])=[O:10])=[CH:5][CH:4]=1.[CH:13]1([C@@H:17]([NH2:19])[CH3:18])[CH2:16][CH2:15][CH2:14]1.N(CC1C=CC(OC)=CC=1OC)=[N+]=[N-].CCN(C(C)C)C(C)C. The catalyst is C(Cl)Cl. The product is [CH:13]1([C@@H:17]([NH:19][CH2:2][C:3]2[CH:8]=[CH:7][C:6]([S:9]([CH3:12])(=[O:11])=[O:10])=[CH:5][CH:4]=2)[CH3:18])[CH2:16][CH2:15][CH2:14]1. The yield is 0.220.